Dataset: Full USPTO retrosynthesis dataset with 1.9M reactions from patents (1976-2016). Task: Predict the reactants needed to synthesize the given product. (1) Given the product [Br:29][CH2:2][CH2:3][O:4][C:5]1[C:10]([CH3:11])=[CH:9][C:8]([C:12]2[NH:13][C:14](=[O:26])[C:15]3[C:21]([O:22][CH3:23])=[CH:20][C:19]([O:24][CH3:25])=[N:18][C:16]=3[N:17]=2)=[CH:7][C:6]=1[CH3:27], predict the reactants needed to synthesize it. The reactants are: O[CH2:2][CH2:3][O:4][C:5]1[C:10]([CH3:11])=[CH:9][C:8]([C:12]2[NH:13][C:14](=[O:26])[C:15]3[C:21]([O:22][CH3:23])=[CH:20][C:19]([O:24][CH3:25])=[N:18][C:16]=3[N:17]=2)=[CH:7][C:6]=1[CH3:27].C(Br)(Br)(Br)[Br:29].C1(P(C2C=CC=CC=2)C2C=CC=CC=2)C=CC=CC=1. (2) Given the product [C:48]([C:47]1[CH:50]=[CH:51][C:44]([CH2:43][O:38][C:36]2[CH:37]=[C:32]([C@@H:26]([NH:25][C:24]([C@@H:20]3[CH2:21][CH2:22][CH2:23][N:18]([C:16](=[O:17])[CH2:15][CH2:14][CH:11]4[CH2:10][CH2:9][N:8]([C:6]([O:5][C:1]([CH3:4])([CH3:2])[CH3:3])=[O:7])[CH2:13][CH2:12]4)[CH2:19]3)=[O:39])[CH2:27][C:28]([O:30][CH3:31])=[O:29])[CH:33]=[N:34][CH:35]=2)=[CH:45][C:46]=1[F:52])#[N:49], predict the reactants needed to synthesize it. The reactants are: [C:1]([O:5][C:6]([N:8]1[CH2:13][CH2:12][CH:11]([CH2:14][CH2:15][C:16]([N:18]2[CH2:23][CH2:22][CH2:21][C@@H:20]([C:24](=[O:39])[NH:25][C@H:26]([C:32]3[CH:33]=[N:34][CH:35]=[C:36]([OH:38])[CH:37]=3)[CH2:27][C:28]([O:30][CH3:31])=[O:29])[CH2:19]2)=[O:17])[CH2:10][CH2:9]1)=[O:7])([CH3:4])([CH3:3])[CH3:2].[H-].[Na+].Br[CH2:43][C:44]1[CH:51]=[CH:50][C:47]([C:48]#[N:49])=[C:46]([F:52])[CH:45]=1.O. (3) Given the product [Cl:28][C:12]1[N:11]=[C:10]([C:3]2[CH:4]=[C:5]([O:8][CH3:9])[CH:6]=[CH:7][C:2]=2[F:1])[C:15]([O:16][CH2:17][CH:18]([CH3:20])[CH3:19])=[CH:14][C:13]=1[C:21]([O:23][CH3:24])=[O:22], predict the reactants needed to synthesize it. The reactants are: [F:1][C:2]1[CH:7]=[CH:6][C:5]([O:8][CH3:9])=[CH:4][C:3]=1[C:10]1[C:15]([O:16][CH2:17][CH:18]([CH3:20])[CH3:19])=[CH:14][C:13]([C:21]([O:23][CH3:24])=[O:22])=[CH:12][N+:11]=1[O-].P(Cl)(Cl)([Cl:28])=O. (4) Given the product [Br:1][C:2]1[C:11]2[C:6](=[CH:7][CH:8]=[C:9]([O:12][CH3:13])[CH:10]=2)[N:5]=[CH:4][C:3]=1[C:14]([OH:16])=[O:15], predict the reactants needed to synthesize it. The reactants are: [Br:1][C:2]1[C:11]2[C:6](=[CH:7][CH:8]=[C:9]([O:12][CH3:13])[CH:10]=2)[N:5]=[CH:4][C:3]=1[C:14]([O:16]CC)=[O:15].[OH-].[Na+].Cl. (5) Given the product [CH3:21][S:22]([C:25]1[CH:30]=[CH:29][C:28]([C:2]2[CH:11]=[CH:10][C:9]3[NH:8][C:7](=[O:12])[C:6]4[NH:13][CH:14]=[CH:15][C:5]=4[C:4]=3[CH:3]=2)=[CH:27][CH:26]=1)(=[O:24])=[O:23].[CH2:16]([C:18]([O-:20])=[O:19])[CH3:17], predict the reactants needed to synthesize it. The reactants are: Br[C:2]1[CH:11]=[CH:10][C:9]2[NH:8][C:7](=[O:12])[C:6]3[NH:13][CH:14]=[CH:15][C:5]=3[C:4]=2[CH:3]=1.[CH2:16]([C:18]([O-:20])=[O:19])[CH3:17].[CH3:21][S:22]([C:25]1[CH:30]=[CH:29][C:28](B(O)O)=[CH:27][CH:26]=1)(=[O:24])=[O:23]. (6) Given the product [OH:11][C@H:10]([C:12]1[C:13]([CH3:22])=[C:14]2[C:18](=[CH:19][CH:20]=1)[C:17](=[O:21])[O:16][CH2:15]2)[CH2:9][N:6]1[CH2:7][CH2:8][CH:3]([NH:2][C:32](=[O:33])[C:31]2[CH:30]=[CH:29][C:28]([N:23]3[CH:27]=[N:26][CH:25]=[N:24]3)=[CH:36][CH:35]=2)[CH2:4][CH2:5]1, predict the reactants needed to synthesize it. The reactants are: Cl.[NH2:2][CH:3]1[CH2:8][CH2:7][N:6]([CH2:9][C@@H:10]([C:12]2[C:13]([CH3:22])=[C:14]3[C:18](=[CH:19][CH:20]=2)[C:17](=[O:21])[O:16][CH2:15]3)[OH:11])[CH2:5][CH2:4]1.[N:23]1([C:28]2[CH:36]=[CH:35][C:31]([C:32](O)=[O:33])=[CH:30][CH:29]=2)[CH:27]=[N:26][CH:25]=[N:24]1.